From a dataset of Forward reaction prediction with 1.9M reactions from USPTO patents (1976-2016). Predict the product of the given reaction. Given the reactants [F:1][C:2]1[CH:7]=[CH:6][C:5]([CH:8]2[CH2:10][CH:9]2[C:11](N2C3CC4C(C)(C)C3(CC4)CS2(=O)=O)=[O:12])=[CH:4][CH:3]=1.[OH2:27].[OH-].[Li+].O, predict the reaction product. The product is: [F:1][C:2]1[CH:3]=[CH:4][C:5]([C@@H:8]2[CH2:10][C@H:9]2[C:11]([OH:12])=[O:27])=[CH:6][CH:7]=1.